Predict the reaction yield, written as a fraction of the theoretical maximum amount of product (1.0 means a 100% yield; for example, 0.34 means a 34% yield). From a dataset of Reaction yield outcomes from USPTO patents with 853,638 reactions. (1) The reactants are Br[CH2:2][C:3]([C:5]1[CH:10]=[CH:9][CH:8]=[CH:7][C:6]=1[O:11][CH2:12][C:13]1[CH:18]=[CH:17][CH:16]=[CH:15][CH:14]=1)=O.[CH:19]([O-:21])=O.[Na+].C([O-])(=O)C.[NH4+:27]. The catalyst is CN(C)C=O.O. The product is [CH2:12]([O:11][C:6]1[CH:7]=[CH:8][CH:9]=[CH:10][C:5]=1[C:3]1[N:27]=[CH:19][O:21][CH:2]=1)[C:13]1[CH:18]=[CH:17][CH:16]=[CH:15][CH:14]=1. The yield is 0.240. (2) The reactants are Cl[C:2](Cl)(Cl)[C:3]#N.C1CCN2C(=NCCC2)CC1.COC[C@H]1O[C@@H:25]([O:26][C:27]2[CH:32]=C(COC(=O)C)C=[CH:29][C:28]=2CC2C=CC(CC)=CC=2)[C@H](OC(=O)C2C=CC=CC=2)[C@@H](OC(=O)C2C=CC=CC=2)[C@@H]1OC(=O)C1C=CC=CC=1.COC1C=CC(CC2C=CC=CC=2O)=CC=1.C([O:99][C@@H:100]1[C@@H:121]([O:122]C(=O)C2C=CC=CC=2)[C@H:120]([O:131]C(=O)C2C=CC=CC=2)[C@@H:119]([C@@H:140]([CH3:150])[O:141]C(=O)C2C=CC=CC=2)[O:118][C@H:101]1[O:102][C:103]1[CH:108]=[CH:107][CH:106]=[CH:105][C:104]=1[CH2:109]C1C=CC(OC)=CC=1)(=O)C1C=CC=CC=1.[OH-].[Na+].O(C1C=C(CO)C=CC=1CC1C=CC(CC)=CC=1)[C@@H]1O[C@H]([C@H](C)O)[C@@H](O)[C@H](O)[C@H]1O. The catalyst is O1CCCC1.CO.C(Cl)Cl. The product is [O:102]([C:103]1[CH:108]=[CH:107][CH:106]=[CH:105][C:104]=1[CH2:109][C:2]1[CH:3]=[CH:32][C:27]([O:26][CH3:25])=[CH:28][CH:29]=1)[C@@H:101]1[O:118][C@H:119]([C@@H:140]([CH3:150])[OH:141])[C@@H:120]([OH:131])[C@H:121]([OH:122])[C@H:100]1[OH:99]. The yield is 0.550. (3) The reactants are C[C:2]1[C:12](=[O:13])[C:11]2[CH:10]=[CH:9][CH:8]=[CH:7][C:6]=2[C:4](=[O:5])[CH:3]=1.[NH:14]([C:20]([O:22][C:23]([CH3:26])([CH3:25])[CH3:24])=[O:21])[CH2:15][CH2:16][C:17](O)=O.C1CCCCC1. The catalyst is CC#N.O.[N+]([O-])([O-])=O.[Ag+]. The product is [CH3:2][C:3]1[C:4](=[O:5])[C:6]2[C:11]([C:12](=[O:13])[C:17]=1[CH2:16][CH2:15][NH:14][C:20]([O:22][C:23]([CH3:26])([CH3:25])[CH3:24])=[O:21])=[CH:10][CH:9]=[CH:8][CH:7]=2. The yield is 0.460. (4) The reactants are C(OC([N:8]1[CH2:13][CH2:12][CH:11]([N:14]2[CH2:17][CH2:16][C:15]2=[O:18])[CH2:10][CH2:9]1)=O)(C)(C)C.C(O)(C(F)(F)F)=O. The catalyst is C(Cl)Cl. The product is [NH:8]1[CH2:13][CH2:12][CH:11]([N:14]2[CH2:17][CH2:16][C:15]2=[O:18])[CH2:10][CH2:9]1. The yield is 0.900. (5) The reactants are [CH3:1][C:2]1([CH3:14])[C:6](=[O:7])[C:5]2[CH:8]=[CH:9][C:10]([CH3:13])=[C:11]([CH3:12])[C:4]=2[O:3]1.[N+:15]([O-])([O-:17])=[O:16].[NH4+]. The catalyst is FC(F)(F)C(O)=O.C(Cl)(Cl)Cl. The product is [CH3:1][C:2]1([CH3:14])[C:6](=[O:7])[C:5]2[CH:8]=[C:9]([N+:15]([O-:17])=[O:16])[C:10]([CH3:13])=[C:11]([CH3:12])[C:4]=2[O:3]1. The yield is 0.840. (6) The reactants are [Cl:1][C:2]1[CH:3]=[C:4]([N:22]([C@H:25]2[C@H:29]([O:30][CH2:31][CH3:32])[CH2:28][O:27][CH2:26]2)[CH2:23][CH3:24])[C:5]([CH3:21])=[C:6]([CH:20]=1)[C:7]([NH:9][CH2:10][C:11]1[C:12]([CH3:19])=[N:13][N:14]([CH3:18])[C:15]=1[O:16]C)=[O:8]. The catalyst is Cl. The product is [Cl:1][C:2]1[CH:3]=[C:4]([N:22]([C@H:25]2[C@H:29]([O:30][CH2:31][CH3:32])[CH2:28][O:27][CH2:26]2)[CH2:23][CH3:24])[C:5]([CH3:21])=[C:6]([CH:20]=1)[C:7]([NH:9][CH2:10][C:11]1[C:15](=[O:16])[N:14]([CH3:18])[NH:13][C:12]=1[CH3:19])=[O:8]. The yield is 0.259.